This data is from Full USPTO retrosynthesis dataset with 1.9M reactions from patents (1976-2016). The task is: Predict the reactants needed to synthesize the given product. (1) Given the product [F:14][C:15]1[CH:20]=[CH:19][C:18]([O:21][C:2]2[CH:9]=[C:8]([C:10]([F:13])([F:12])[F:11])[CH:7]=[CH:6][C:3]=2[CH:4]=[O:5])=[CH:17][CH:16]=1, predict the reactants needed to synthesize it. The reactants are: F[C:2]1[CH:9]=[C:8]([C:10]([F:13])([F:12])[F:11])[CH:7]=[CH:6][C:3]=1[CH:4]=[O:5].[F:14][C:15]1[CH:20]=[CH:19][C:18]([OH:21])=[CH:17][CH:16]=1.C(=O)([O-])[O-].[Cs+].[Cs+]. (2) Given the product [Br:1][C:2]1[CH:9]=[CH:8][CH:7]=[CH:6][C:3]=1[CH2:4][N:19]([C:16]1[CH:17]=[CH:18][C:13]([O:12][CH3:11])=[CH:14][CH:15]=1)[NH2:20], predict the reactants needed to synthesize it. The reactants are: [Br:1][C:2]1[CH:9]=[CH:8][CH:7]=[CH:6][C:3]=1[CH2:4]Br.Cl.[CH3:11][O:12][C:13]1[CH:18]=[CH:17][C:16]([NH:19][NH2:20])=[CH:15][CH:14]=1.C(=O)([O-])[O-].[K+].[K+]. (3) Given the product [OH:2][C:3]1[CH:4]=[C:5]2[C:10](=[CH:11][C:12]=1[CH3:13])[N:9]=[CH:8][CH:7]=[CH:6]2, predict the reactants needed to synthesize it. The reactants are: C[O:2][C:3]1[CH:4]=[C:5]2[C:10](=[CH:11][C:12]=1[CH3:13])[N:9]=[CH:8][CH:7]=[CH:6]2.[OH-].[Na+].C(=O)([O-])O.[Na+]. (4) Given the product [C:2]1([O:26][B:27]([OH:32])[OH:28])[C:11]2[C:6](=[CH:7][CH:8]=[CH:9][CH:10]=2)[CH:5]=[CH:4][CH:3]=1, predict the reactants needed to synthesize it. The reactants are: Br[C:2]1[C:11]2[C:6](=[CH:7][CH:8]=[CH:9][CH:10]=2)[CH:5]=[CH:4][CH:3]=1.C([Li])CCC.CCCCCC.C([O:26][B:27]([O:32]C(C)C)[O:28]C(C)C)(C)C.Cl. (5) The reactants are: [CH2:1]([O:3][C:4](=[O:14])[CH:5]([C:7]1[CH:12]=[CH:11][C:10]([NH2:13])=[CH:9][CH:8]=1)[CH3:6])[CH3:2].[C:15]([S-:17])#[N:16].[K+].BrBr. Given the product [CH2:1]([O:3][C:4](=[O:14])[CH:5]([C:7]1[CH:8]=[CH:9][C:10]2[N:13]=[C:15]([NH2:16])[S:17][C:11]=2[CH:12]=1)[CH3:6])[CH3:2], predict the reactants needed to synthesize it. (6) Given the product [CH3:17][O:18][C:19](=[O:31])[C@H:20]([NH:28][C:29]([O:16][CH2:15][C:12]1[CH:11]=[CH:10][C:9]([CH2:8][O:1][C:2]2[CH:7]=[CH:6][CH:5]=[CH:4][CH:3]=2)=[CH:14][CH:13]=1)=[O:30])[CH2:21][C:22]1[CH:23]=[CH:24][CH:25]=[CH:26][CH:27]=1, predict the reactants needed to synthesize it. The reactants are: [O:1]([CH2:8][C:9]1[CH:14]=[CH:13][C:12]([CH2:15][OH:16])=[CH:11][CH:10]=1)[C:2]1[CH:7]=[CH:6][CH:5]=[CH:4][CH:3]=1.[CH3:17][O:18][C:19](=[O:31])[C@H:20]([N:28]=[C:29]=[O:30])[CH2:21][C:22]1[CH:27]=[CH:26][CH:25]=[CH:24][CH:23]=1. (7) Given the product [CH3:30][C@@H:10]1[C:11]([C:14]([NH:16][C:17]2[CH:22]=[CH:21][C:20]([S:23]([C:26]([F:29])([F:28])[F:27])(=[O:25])=[O:24])=[CH:19][CH:18]=2)=[O:15])=[CH:12][CH2:13][N:8]([C:3]2[C:2]([CH3:32])=[CH:7][CH:6]=[CH:5][N:4]=2)[CH2:9]1, predict the reactants needed to synthesize it. The reactants are: Cl[C:2]1[C:3]([N:8]2[CH2:13][CH:12]=[C:11]([C:14]([NH:16][C:17]3[CH:22]=[CH:21][C:20]([S:23]([C:26]([F:29])([F:28])[F:27])(=[O:25])=[O:24])=[CH:19][CH:18]=3)=[O:15])[C@@H:10]([CH3:30])[CH2:9]2)=[N:4][CH:5]=[CH:6][CH:7]=1.N.[CH3:32]O. (8) Given the product [Br:8][C:4]1[N:3]=[C:2]([CH:16]=[O:17])[CH:7]=[CH:6][CH:5]=1, predict the reactants needed to synthesize it. The reactants are: Br[C:2]1[CH:7]=[CH:6][CH:5]=[C:4]([Br:8])[N:3]=1.C([Li])CCC.CN(C)[CH:16]=[O:17].[Cl-].[NH4+]. (9) Given the product [CH2:14]([C:3]([CH2:1][CH3:2])([C:7]1[CH:12]=[CH:11][CH:10]=[CH:9][C:8]=1[O:13][CH2:22][C:23]1[CH:28]=[CH:27][CH:26]=[CH:25][CH:24]=1)[C:4]([NH2:6])=[O:5])[CH3:15], predict the reactants needed to synthesize it. The reactants are: [CH2:1]([C:3]([CH2:14][CH3:15])([C:7]1[CH:12]=[CH:11][CH:10]=[CH:9][C:8]=1[OH:13])[C:4]([NH2:6])=[O:5])[CH3:2].C(=O)([O-])[O-].[K+].[K+].[CH2:22](Br)[C:23]1[CH:28]=[CH:27][CH:26]=[CH:25][CH:24]=1.